From a dataset of Catalyst prediction with 721,799 reactions and 888 catalyst types from USPTO. Predict which catalyst facilitates the given reaction. (1) Reactant: [NH:1]1[C:6]([C:7](O)=[O:8])=[CH:5][CH:4]=[CH:3][C:2]1=[O:10].COCCOC.[H-].[Al+3].[Li+].[H-].[H-].[H-].C(O)(=O)C. Product: [OH:8][CH2:7][C:6]1[NH:1][C:2](=[O:10])[CH:3]=[CH:4][CH:5]=1. The catalyst class is: 1. (2) Product: [F:1][C:2]1[CH:3]=[CH:4][C:5]([CH2:6][N:7]2[C:11]3[CH:12]=[N:13][C:14]4[C:15](=[O:29])[N:16]([O:20][CH2:21][O:22][CH2:23][CH2:24][Si:25]([CH3:27])([CH3:26])[CH3:28])[CH2:17][CH2:18][C:19]=4[C:10]=3[C:9]([Br:32])=[CH:8]2)=[CH:30][CH:31]=1. The catalyst class is: 3. Reactant: [F:1][C:2]1[CH:31]=[CH:30][C:5]([CH2:6][N:7]2[C:11]3[CH:12]=[N:13][C:14]4[C:15](=[O:29])[N:16]([O:20][CH2:21][O:22][CH2:23][CH2:24][Si:25]([CH3:28])([CH3:27])[CH3:26])[CH2:17][CH2:18][C:19]=4[C:10]=3[CH:9]=[CH:8]2)=[CH:4][CH:3]=1.[Br:32]N1C(=O)CCC1=O. (3) Reactant: [Cl:1][C:2]1[CH:7]=[CH:6][C:5]([CH:8]2[C:12](=[O:13])[N:11]([C:14]([O:16][C:17]([CH3:20])([CH3:19])[CH3:18])=[O:15])[C:10]([CH3:22])([CH3:21])[CH2:9]2)=[CH:4][C:3]=1[F:23].[OH:24][Li].O. Product: [C:17]([O:16][C:14]([NH:11][C:10]([CH3:22])([CH3:21])[CH2:9][CH:8]([C:5]1[CH:6]=[CH:7][C:2]([Cl:1])=[C:3]([F:23])[CH:4]=1)[C:12]([OH:24])=[O:13])=[O:15])([CH3:20])([CH3:19])[CH3:18]. The catalyst class is: 87. (4) Reactant: ClCCC[C:5]1[CH:14]=[C:13]2[C:8]([CH:9]=[CH:10][N:11]([C:16]3[CH:17]=[C:18]([CH:25]=[CH:26][C:27]=3[CH3:28])[C:19]([NH:21][CH:22]3[CH2:24][CH2:23]3)=[O:20])[C:12]2=[O:15])=[CH:7][CH:6]=1.BrCCCC1C=[C:41]2[C:36](C=CN(C3[CH:36]=[C:41](C=CC=3C)[C:40](NC3CC3)=[O:43])[C:40]2=[O:43])=CC=1.[I-].[K+].[C:59]([N:63]1[CH2:68][CH2:67][NH:66][CH2:65][CH2:64]1)(=[O:62])[CH2:60][CH3:61]. Product: [CH:22]1([NH:21][C:19](=[O:20])[C:18]2[CH:25]=[CH:26][C:27]([CH3:28])=[C:16]([N:11]3[CH:10]=[CH:9][C:8]4[C:13](=[CH:14][C:5]([O:43][CH2:40][CH2:41][CH2:36][N:66]5[CH2:67][CH2:68][N:63]([C:59](=[O:62])[CH2:60][CH3:61])[CH2:64][CH2:65]5)=[CH:6][CH:7]=4)[C:12]3=[O:15])[CH:17]=2)[CH2:24][CH2:23]1. The catalyst class is: 566.